Dataset: Full USPTO retrosynthesis dataset with 1.9M reactions from patents (1976-2016). Task: Predict the reactants needed to synthesize the given product. (1) Given the product [CH3:18][O:17][C:8]1[C:7]([O:6][CH2:5][CH2:4][CH2:3][CH2:2][Cl:1])=[CH:16][C:15]([N+:19]([O-:21])=[O:20])=[C:10]([CH:9]=1)[C:11]([O:13][CH3:14])=[O:12], predict the reactants needed to synthesize it. The reactants are: [Cl:1][CH2:2][CH2:3][CH2:4][CH2:5][O:6][C:7]1[CH:16]=[CH:15][C:10]([C:11]([O:13][CH3:14])=[O:12])=[CH:9][C:8]=1[O:17][CH3:18].[N:19]([O-:21])=[O:20].[Na+].C(O)(=O)C.[N+]([O-])(O)=O. (2) Given the product [N:9]1[N:8]=[C:2]([C:3]([O:5][CH2:6][CH3:7])=[O:4])[N:11]2[CH:12]=[CH:13][N:14]=[CH:15][C:10]=12, predict the reactants needed to synthesize it. The reactants are: O=[C:2]([NH:8][NH:9][C:10]1[CH:15]=[N:14][CH:13]=[CH:12][N:11]=1)[C:3]([O:5][CH2:6][CH3:7])=[O:4].C1(C)C=CC(S(O)(=O)=O)=CC=1. (3) Given the product [Br:18][C:19]1[CH:31]=[CH:30][C:22]2[NH:23][C:24]([C@@H:26]([NH:29][C:5](=[O:7])[C:4]3[CH:8]=[CH:9][C:10]([N:11]4[CH2:16][CH2:15][O:14][CH2:13][C:12]4=[O:17])=[C:2]([CH3:1])[CH:3]=3)[CH2:27][OH:28])=[N:25][C:21]=2[CH:20]=1, predict the reactants needed to synthesize it. The reactants are: [CH3:1][C:2]1[CH:3]=[C:4]([CH:8]=[CH:9][C:10]=1[N:11]1[CH2:16][CH2:15][O:14][CH2:13][C:12]1=[O:17])[C:5]([OH:7])=O.[Br:18][C:19]1[CH:31]=[CH:30][C:22]2[NH:23][C:24]([C@@H:26]([NH2:29])[CH2:27][OH:28])=[N:25][C:21]=2[CH:20]=1.CN(C(ON1N=NC2C=CC=CC1=2)=[N+](C)C)C.[B-](F)(F)(F)F.CN1CCOCC1. (4) Given the product [CH3:1][O:2][C:3]1[CH:24]=[CH:23][C:6]([CH2:7][N:8]2[CH2:17][CH2:16][C:15]3[C:10](=[CH:11][CH:12]=[C:13]([CH2:18][C:19]#[N:21])[CH:14]=3)[C:9]2=[O:22])=[CH:5][CH:4]=1, predict the reactants needed to synthesize it. The reactants are: [CH3:1][O:2][C:3]1[CH:24]=[CH:23][C:6]([CH2:7][N:8]2[CH2:17][CH2:16][C:15]3[C:10](=[CH:11][CH:12]=[C:13]([CH2:18][C:19]([NH2:21])=O)[CH:14]=3)[C:9]2=[O:22])=[CH:5][CH:4]=1.N1C(Cl)=NC(Cl)=NC=1Cl. (5) Given the product [NH2:16][C:13]1[CH:14]=[CH:15][C:2]([Cl:1])=[C:3]([CH:12]=1)[C:4]([NH:6][C:7]1([C:10]#[N:11])[CH2:9][CH2:8]1)=[O:5], predict the reactants needed to synthesize it. The reactants are: [Cl:1][C:2]1[CH:15]=[CH:14][C:13]([N+:16]([O-])=O)=[CH:12][C:3]=1[C:4]([NH:6][C:7]1([C:10]#[N:11])[CH2:9][CH2:8]1)=[O:5]. (6) Given the product [Cl:1][C:2]1[CH:3]=[CH:4][C:5]([C:8]2[CH:9]=[N:10][CH:11]=[C:12]3[C:17]=2[N:16]=[C:15]([C:18]([NH:65][CH2:64][C:60]2[CH:61]=[CH:62][CH:63]=[C:58]([S:55]([CH3:54])(=[O:57])=[O:56])[CH:59]=2)=[O:20])[CH:14]=[CH:13]3)=[CH:6][CH:7]=1, predict the reactants needed to synthesize it. The reactants are: [Cl:1][C:2]1[CH:7]=[CH:6][C:5]([C:8]2[CH:9]=[N:10][CH:11]=[C:12]3[C:17]=2[N:16]=[C:15]([C:18]([OH:20])=O)[CH:14]=[CH:13]3)=[CH:4][CH:3]=1.C(N(CC)C(C)C)(C)C.F[P-](F)(F)(F)(F)F.N1(OC(N(C)C)=[N+](C)C)C2N=CC=CC=2N=N1.[CH3:54][S:55]([C:58]1[CH:59]=[C:60]([CH2:64][NH2:65])[CH:61]=[CH:62][CH:63]=1)(=[O:57])=[O:56]. (7) Given the product [OH:11][C@@H:8]1[C@H:5]2[N:6]([C:33]([O:32][CH2:31][CH:29]3[C:28]4[CH:27]=[CH:26][CH:25]=[CH:24][C:23]=4[C:22]4[C:30]3=[CH:18][CH:19]=[CH:20][CH:21]=4)=[O:34])[CH2:7][C@H:3]([S:2][CH3:1])[C@H:4]2[O:10][CH2:9]1, predict the reactants needed to synthesize it. The reactants are: [CH3:1][S:2][C@H:3]1[CH2:7][NH:6][C@@H:5]2[C@@H:8]([OH:11])[CH2:9][O:10][C@H:4]12.C(=O)([O-])[O-].[Na+].[Na+].[CH:18]1[C:30]2[CH:29]([CH2:31][O:32][C:33](Cl)=[O:34])[C:28]3[C:23](=[CH:24][CH:25]=[CH:26][CH:27]=3)[C:22]=2[CH:21]=[CH:20][CH:19]=1. (8) Given the product [Cl:1][C:2]1[C:7]([CH:8]([CH3:9])[CH3:10])=[CH:6][C:5]([NH:11][CH2:12][C:13]([N:15]2[CH2:16][CH2:17][N:18]([CH:21]3[CH2:24][N:23]([C:25](=[O:27])[CH:34]=[CH2:35])[CH2:22]3)[CH2:19][CH2:20]2)=[O:14])=[C:4]([O:32][CH3:33])[CH:3]=1, predict the reactants needed to synthesize it. The reactants are: [Cl:1][C:2]1[C:7]([CH:8]([CH3:10])[CH3:9])=[CH:6][C:5]([NH:11][CH2:12][C:13]([N:15]2[CH2:20][CH2:19][N:18]([CH:21]3[CH2:24][N:23]([C:25]([O:27]C(C)(C)C)=O)[CH2:22]3)[CH2:17][CH2:16]2)=[O:14])=[C:4]([O:32][CH3:33])[CH:3]=1.[C:34](O)(=O)[CH:35]=C.F[P-](F)(F)(F)(F)F.N1(O[P+](N(C)C)(N(C)C)N(C)C)C2C=CC=CC=2N=N1.CCN(C(C)C)C(C)C. (9) Given the product [CH3:30][O:31][C:32]1[N:37]=[C:36]([O:38][CH3:39])[C:35]([C:2]2[N:6]([CH:7]([CH3:8])[CH3:9])[C:5]3[CH:10]([C:22]4[CH:23]=[CH:24][C:25]([C:26]#[N:27])=[CH:28][CH:29]=4)[N:11]([C:14]4[N:15]([CH3:21])[N:16]=[C:17]([CH3:20])[C:18]=4[F:19])[C:12](=[O:13])[C:4]=3[CH:3]=2)=[CH:34][N:33]=1, predict the reactants needed to synthesize it. The reactants are: Br[C:2]1[N:6]([CH:7]([CH3:9])[CH3:8])[C:5]2[CH:10]([C:22]3[CH:29]=[CH:28][C:25]([C:26]#[N:27])=[CH:24][CH:23]=3)[N:11]([C:14]3[N:15]([CH3:21])[N:16]=[C:17]([CH3:20])[C:18]=3[F:19])[C:12](=[O:13])[C:4]=2[CH:3]=1.[CH3:30][O:31][C:32]1[N:37]=[C:36]([O:38][CH3:39])[C:35](B(O)O)=[CH:34][N:33]=1.BrC1N(C(C)C)C2C(C3C=CC(Cl)=CC=3)N(C3C=C(Cl)C=CC=3C)C(=O)C=2C=1.COC1C(B2OC(C)(C)C(C)(C)O2)=CN=C(N)N=1.